This data is from Forward reaction prediction with 1.9M reactions from USPTO patents (1976-2016). The task is: Predict the product of the given reaction. (1) Given the reactants O=[C:2]1[NH:7][C:6]2[CH:8]=[C:9]([C:11]([O:13][CH3:14])=[O:12])[S:10][C:5]=2[N:4]=[CH:3]1.P(Cl)(Cl)([Cl:17])=O, predict the reaction product. The product is: [Cl:17][C:2]1[N:7]=[C:6]2[CH:8]=[C:9]([C:11]([O:13][CH3:14])=[O:12])[S:10][C:5]2=[N:4][CH:3]=1. (2) The product is: [C:1]([O:5][C:6]([N:8]1[CH2:9][CH2:10][C:11]2[CH:18]=[C:17]([S:19][C:20]3[CH:25]=[CH:24][C:23]([Br:26])=[CH:22][CH:21]=3)[C:16]([NH2:27])=[CH:15][C:12]=2[CH2:13][CH2:14]1)=[O:7])([CH3:4])([CH3:2])[CH3:3]. Given the reactants [C:1]([O:5][C:6]([N:8]1[CH2:14][CH2:13][C:12]2[CH:15]=[C:16]([N+:27]([O-])=O)[C:17]([S:19][C:20]3[CH:25]=[CH:24][C:23]([Br:26])=[CH:22][CH:21]=3)=[CH:18][C:11]=2[CH2:10][CH2:9]1)=[O:7])([CH3:4])([CH3:3])[CH3:2].C(O)(=O)C.C(OCC)(=O)C.O, predict the reaction product. (3) Given the reactants [NH2:1][C:2]1[CH:6]=CNN=1.CO[C:9]([C:11]1[C:19]2[C:14](=[CH:15][CH:16]=[CH:17][CH:18]=2)[N:13]([CH2:20][CH3:21])[CH:12]=1)=[O:10], predict the reaction product. The product is: [CH2:20]([N:13]1[C:14]2[C:19](=[CH:18][CH:17]=[CH:16][CH:15]=2)[C:11]([C:9](=[O:10])[CH2:6][C:2]#[N:1])=[CH:12]1)[CH3:21]. (4) Given the reactants [CH3:1][C:2](=[O:8])[CH2:3][CH2:4][C:5](=[O:7])[CH3:6].Cl.C(O[N:13]=O)C.N([O-])=O.[Na+].OS(O)(=O)=O, predict the reaction product. The product is: [CH3:6][C:5]1[O:7][N:13]=[C:3]([C:2](=[O:8])[CH3:1])[CH:4]=1. (5) Given the reactants [Cl:1][C:2]1[N:11]=[C:10](Cl)[C:9]2[C:4](=[CH:5][CH:6]=[C:7]([O:13][CH3:14])[CH:8]=2)[N:3]=1.[CH3:15][O-:16].[Na+].O, predict the reaction product. The product is: [Cl:1][C:2]1[N:11]=[C:10]([O:16][CH3:15])[C:9]2[C:4](=[CH:5][CH:6]=[C:7]([O:13][CH3:14])[CH:8]=2)[N:3]=1. (6) Given the reactants [CH2:1]([C:3]1[N:11]([CH:12]([CH2:16][CH2:17][CH3:18])[CH2:13][CH2:14][CH3:15])[C:10]2[C:9](=[O:19])[N:8]([CH3:20])[C:7](=[O:21])[N:6](CC3C=CC(OC)=CC=3)[C:5]=2[N:4]=1)[CH3:2], predict the reaction product. The product is: [CH2:1]([C:3]1[N:11]([CH:12]([CH2:16][CH2:17][CH3:18])[CH2:13][CH2:14][CH3:15])[C:10]2[C:9](=[O:19])[N:8]([CH3:20])[C:7](=[O:21])[NH:6][C:5]=2[N:4]=1)[CH3:2]. (7) Given the reactants Cl[C:2]1[CH:7]=[CH:6][N:5]=[C:4]2[C:8](=[C:18]3[CH2:23][CH2:22][N:21]([C:24](=[O:32])[CH2:25][C:26]4[CH:27]=[N:28][CH:29]=[CH:30][CH:31]=4)[CH2:20][CH2:19]3)[C:9]3[CH:16]=[CH:15][C:14]([Cl:17])=[CH:13][C:10]=3[CH2:11][CH2:12][C:3]=12.[H-].[Na+].[C:35]([O:39][CH3:40])(=[O:38])[CH2:36][SH:37].CN(C=O)C, predict the reaction product. The product is: [Cl:17][C:14]1[CH:15]=[CH:16][C:9]2[C:8](=[C:18]3[CH2:19][CH2:20][N:21]([C:24](=[O:32])[CH2:25][C:26]4[CH:27]=[N:28][CH:29]=[CH:30][CH:31]=4)[CH2:22][CH2:23]3)[C:4]3=[N:5][CH:6]=[CH:7][C:2]([S:37][CH2:36][C:35]([O:39][CH3:40])=[O:38])=[C:3]3[CH2:12][CH2:11][C:10]=2[CH:13]=1.